Dataset: Catalyst prediction with 721,799 reactions and 888 catalyst types from USPTO. Task: Predict which catalyst facilitates the given reaction. (1) Reactant: [NH2:1][CH:2]([CH3:24])[CH:3]([N:5]1[C:9]2=[N:10][C:11]([C:14]([O:16]CC)=[O:15])=[CH:12][CH:13]=[C:8]2[CH:7]=[C:6]1[C:19](OCC)=[O:20])[CH3:4].C(=O)([O-])[O-].[K+].[K+]. Product: [CH3:24][CH:2]1[CH:3]([CH3:4])[N:5]2[C:9]3[N:10]=[C:11]([C:14]([OH:16])=[O:15])[CH:12]=[CH:13][C:8]=3[CH:7]=[C:6]2[C:19](=[O:20])[NH:1]1. The catalyst class is: 8. (2) Reactant: [CH3:1][O:2][CH2:3][CH2:4][NH2:5].C([O-])([O-])=O.[K+].[K+].Br[CH2:13][CH:14]([O:17][CH3:18])[O:15][CH3:16]. Product: [CH3:16][O:15][CH:14]([O:17][CH3:18])[CH2:13][NH:5][CH2:4][CH2:3][O:2][CH3:1]. The catalyst class is: 39. (3) Reactant: [Br:1][C:2]1[CH:7]=[CH:6][C:5]([CH:8]([C:20]2[CH:25]=[CH:24][C:23]([F:26])=[CH:22][C:21]=2[F:27])[CH2:9][C:10]([C:12]2[CH:13]=[CH:14][C:15](=[O:19])[N:16]([CH3:18])[CH:17]=2)=O)=[CH:4][CH:3]=1.Cl.[NH2:29][OH:30].C(=O)([O-])O.[Na+].C(OCC)(=O)C. Product: [Br:1][C:2]1[CH:7]=[CH:6][C:5]([CH:8]([C:20]2[CH:25]=[CH:24][C:23]([F:26])=[CH:22][C:21]=2[F:27])[CH2:9]/[C:10](/[C:12]2[CH:13]=[CH:14][C:15](=[O:19])[N:16]([CH3:18])[CH:17]=2)=[N:29]\[OH:30])=[CH:4][CH:3]=1. The catalyst class is: 40. (4) Reactant: [NH:1]1[CH:5]=[CH:4][N:3]=[C:2]1[CH2:6][N:7]([CH2:14][C:15]1[CH:23]=[CH:22][C:18]([C:19]([OH:21])=O)=[CH:17][CH:16]=1)[CH2:8][C:9]1[NH:10][CH:11]=[CH:12][N:13]=1.C1CCC(N=C=NC2CCCCC2)CC1.C1C=CC2N(O)N=NC=2C=1.[CH2:49]([N:52]([CH2:57][CH2:58][CH3:59])[CH2:53][CH2:54][CH2:55][NH2:56])[CH2:50][CH3:51]. Product: [NH:1]1[CH:5]=[CH:4][N:3]=[C:2]1[CH2:6][N:7]([CH2:14][C:15]1[CH:16]=[CH:17][C:18]([C:19]([NH:56][CH2:55][CH2:54][CH2:53][N:52]([CH2:57][CH2:58][CH3:59])[CH2:49][CH2:50][CH3:51])=[O:21])=[CH:22][CH:23]=1)[CH2:8][C:9]1[NH:13][CH:12]=[CH:11][N:10]=1. The catalyst class is: 3. (5) Reactant: [I-].C[N+](C)(C)[CH2:4][C:5]1[CH:10]=[C:9]([CH3:11])[C:8]([OH:12])=[C:7]([O:13][CH3:14])[CH:6]=1.[P:17]([O:22]C)([O:20][CH3:21])[O:18][CH3:19]. Product: [OH:12][C:8]1[C:9]([CH3:11])=[CH:10][C:5]([CH2:4][P:17](=[O:22])([O:20][CH3:21])[O:18][CH3:19])=[CH:6][C:7]=1[O:13][CH3:14]. The catalyst class is: 113. (6) Product: [Cl:27][C:24]1[CH:25]=[C:26]2[C:21](=[C:22]([Cl:28])[CH:23]=1)[CH2:20][N:19]([CH3:29])[CH2:18][CH:17]2[C:13]1[CH:12]=[C:11]([S:8]([NH:7][CH2:6][CH2:5][O:4][CH2:3][CH2:2][NH:1][C:32](=[O:34])[CH:31]([OH:30])[CH:42]([OH:53])[C:43]([NH:1][CH2:2][CH2:3][O:4][CH2:5][CH2:6][NH:7][S:8]([C:11]2[CH:16]=[CH:15][CH:14]=[C:13]([CH:58]3[C:26]4[C:60](=[C:22]([Cl:28])[CH:23]=[C:24]([Cl:27])[CH:25]=4)[CH2:59][N:56]([CH3:54])[CH2:57]3)[CH:12]=2)(=[O:10])=[O:9])=[O:45])(=[O:10])=[O:9])[CH:16]=[CH:15][CH:14]=1. Reactant: [NH2:1][CH2:2][CH2:3][O:4][CH2:5][CH2:6][NH:7][S:8]([C:11]1[CH:16]=[CH:15][CH:14]=[C:13]([CH:17]2[C:26]3[C:21](=[C:22]([Cl:28])[CH:23]=[C:24]([Cl:27])[CH:25]=3)[CH2:20][N:19]([CH3:29])[CH2:18]2)[CH:12]=1)(=[O:10])=[O:9].[OH:30][CH:31]([CH:42]([OH:53])[C:43]([O:45]N1C(=O)CCC1=O)=O)[C:32]([O:34]N1C(=O)CCC1=O)=O.[CH2:54]([N:56]([CH2:59][CH3:60])[CH2:57][CH3:58])C. The catalyst class is: 3. (7) The catalyst class is: 16. Product: [C:31]([C:28]1[CH:29]=[CH:30][C:25]([NH:24][C:23]([CH:13]2[NH:12][CH2:11][C:10]3([C:5]4[C:6](=[CH:7][CH:2]=[CH:3][CH:4]=4)[NH:8][C:9]3=[O:43])[CH2:14]2)=[O:33])=[CH:26][CH:27]=1)(=[O:44])[NH2:32]. Reactant: Cl[C:2]1[CH:7]=[C:6]2[NH:8][C:9](=[O:43])[C@:10]3([C@@H:14](C4C=CC=C(Cl)C=4F)[C@H:13]([C:23](=[O:33])[NH:24][C:25]4[CH:30]=[CH:29][C:28]([C:31]#[N:32])=[CH:27][CH:26]=4)[NH:12][C@H:11]3CC(C)(C)COC(=O)C)[C:5]2=[CH:4][CH:3]=1.[OH:44]O.[OH-].[Na+]. (8) Reactant: [CH3:1][N:2]1[C:6]2[CH:7]=[CH:8][C:9]([N:11]3[CH2:15][C@H:14]([C:16]([O:18]CCCC)=O)[O:13][C:12]3=[O:23])=[CH:10][C:5]=2[S:4][C:3]1=[O:24].[CH3:25][NH2:26]. Product: [CH3:25][NH:26][C:16]([C@@H:14]1[O:13][C:12](=[O:23])[N:11]([C:9]2[CH:8]=[CH:7][C:6]3[N:2]([CH3:1])[C:3](=[O:24])[S:4][C:5]=3[CH:10]=2)[CH2:15]1)=[O:18]. The catalyst class is: 5. (9) Reactant: [C:1]12([O:11][CH2:12][CH2:13][O:14][CH2:15][CH2:16][O:17][CH2:18][CH2:19][O:20][CH2:21][CH2:22][OH:23])[CH2:10][CH:5]3[CH2:6][CH:7]([CH2:9][CH:3]([CH2:4]3)[CH2:2]1)[CH2:8]2.[CH3:24][S:25](Cl)(=[O:27])=[O:26].CCN(CC)CC.CCOC(C)=O. The catalyst class is: 33. Product: [CH3:24][S:25]([O:23][CH2:22][CH2:21][O:20][CH2:19][CH2:18][O:17][CH2:16][CH2:15][O:14][CH2:13][CH2:12][O:11][C:1]12[CH2:8][CH:7]3[CH2:9][CH:3]([CH2:4][CH:5]([CH2:6]3)[CH2:10]1)[CH2:2]2)(=[O:27])=[O:26]. (10) Reactant: [Si]([O:18][C:19]1[CH:60]=[CH:59][C:22]([O:23][CH2:24][C@@H:25]([OH:58])[CH2:26][NH:27][CH2:28][CH2:29][C:30]2[CH:35]=[CH:34][C:33]([N:36]3[C:40]4=[N:41][CH:42]=[CH:43][CH:44]=[C:39]4[N:38]=[C:37]3[C:45]3[CH:50]=[CH:49][C:48]([N:51]4[CH:55]=[CH:54][C:53]([CH3:56])=[N:52]4)=[CH:47][C:46]=3[Cl:57])=[CH:32][CH:31]=2)=[CH:21][CH:20]=1)(C(C)(C)C)(C1C=CC=CC=1)C1C=CC=CC=1. Product: [Cl:57][C:46]1[CH:47]=[C:48]([N:51]2[CH:55]=[CH:54][C:53]([CH3:56])=[N:52]2)[CH:49]=[CH:50][C:45]=1[C:37]1[N:36]([C:33]2[CH:34]=[CH:35][C:30]([CH2:29][CH2:28][NH:27][CH2:26][CH:25]([OH:58])[CH2:24][O:23][C:22]3[CH:21]=[CH:20][C:19]([OH:18])=[CH:60][CH:59]=3)=[CH:31][CH:32]=2)[C:40]2=[N:41][CH:42]=[CH:43][CH:44]=[C:39]2[N:38]=1. The catalyst class is: 147.